This data is from Catalyst prediction with 721,799 reactions and 888 catalyst types from USPTO. The task is: Predict which catalyst facilitates the given reaction. (1) Reactant: [OH:1][C:2]1[CH:9]=[CH:8][C:5]([CH:6]=[O:7])=[CH:4][C:3]=1[C:10]([F:13])([F:12])[F:11].C1(P(C2C=CC=CC=2)C2C=CC=CC=2)C=CC=CC=1.[O:33]1[CH2:38][CH2:37][O:36][C:35]2[CH:39]=[C:40]([C:43]3[C:44]([CH3:51])=[C:45]([CH2:49]O)[CH:46]=[CH:47][CH:48]=3)[CH:41]=[CH:42][C:34]1=2.N(C(OC(C)C)=O)=NC(OC(C)C)=O. Product: [O:33]1[CH2:38][CH2:37][O:36][C:35]2[CH:39]=[C:40]([C:43]3[C:44]([CH3:51])=[C:45]([CH:46]=[CH:47][CH:48]=3)[CH2:49][O:1][C:2]3[CH:9]=[CH:8][C:5]([CH:6]=[O:7])=[CH:4][C:3]=3[C:10]([F:11])([F:12])[F:13])[CH:41]=[CH:42][C:34]1=2. The catalyst class is: 1. (2) Reactant: [C:1](OC(=O)C)(=[O:3])[CH3:2].N1C=CC=CC=1.[NH2:14][C:15]1[CH:16]=[C:17]([C:21]2[CH:26]=[CH:25][N:24]=[C:23]([NH:27][CH2:28][CH2:29][C:30]3[CH:35]=[CH:34][C:33]([O:36][CH3:37])=[C:32]([O:38][CH3:39])[CH:31]=3)[N:22]=2)[CH:18]=[CH:19][CH:20]=1. Product: [CH3:39][O:38][C:32]1[CH:31]=[C:30]([CH2:29][CH2:28][NH:27][C:23]2[N:22]=[C:21]([C:17]3[CH:16]=[C:15]([NH:14][C:1](=[O:3])[CH3:2])[CH:20]=[CH:19][CH:18]=3)[CH:26]=[CH:25][N:24]=2)[CH:35]=[CH:34][C:33]=1[O:36][CH3:37]. The catalyst class is: 13. (3) Reactant: F[P-](F)(F)(F)(F)F.[N:8]1([O:17][P+](N(C)C)(N(C)C)N(C)C)[C:12]2[CH:13]=[CH:14][CH:15]=[CH:16][C:11]=2[N:10]=[N:9]1.[CH2:28]([C:30]1[NH:41][C:33]2[N:34]=[C:35]([S:39][CH3:40])[NH:36][C:37](=O)[C:32]=2[CH:31]=1)[CH3:29].CCN(CC)CC.C1C=CC2N(O)N=NC=2C=1. Product: [CH2:28]([C:30]1[NH:41][C:33]2[N:34]=[C:35]([S:39][CH3:40])[N:36]=[C:37]([O:17][N:8]3[C:12]4[CH:13]=[CH:14][CH:15]=[CH:16][C:11]=4[N:10]=[N:9]3)[C:32]=2[CH:31]=1)[CH3:29]. The catalyst class is: 179. (4) Product: [CH2:7]([O:9][CH:10]([N:12]1[C:16]2[S:17][C:18]([C:20]([OH:22])=[O:21])=[CH:19][C:15]=2[C:14](/[CH:25]=[CH:26]/[C:27]2[CH:28]=[CH:29][CH:30]=[CH:31][CH:32]=2)=[N:13]1)[CH3:11])[CH3:8]. The catalyst class is: 7. Reactant: C(O)C.O.[OH-].[K+].[CH2:7]([O:9][CH:10]([N:12]1[C:16]2[S:17][C:18]([C:20]([O:22]CC)=[O:21])=[CH:19][C:15]=2[C:14](/[CH:25]=[CH:26]/[C:27]2[CH:32]=[CH:31][CH:30]=[CH:29][CH:28]=2)=[N:13]1)[CH3:11])[CH3:8]. (5) Reactant: N1[C:5](=O)[CH2:4][CH2:3][C@@H:2]1[C:7](O)=O.[NH2:10][C@@H:11]1[CH2:17][CH2:16][C:15]2[CH:18]=[CH:19][CH:20]=[CH:21][C:14]=2[NH:13][C:12]1=[O:22].[H-].[Na+].[F:25][C:26]([F:37])([F:36])[CH2:27]OS(C(F)(F)F)(=O)=O. Product: [F:25][C:26]([F:37])([F:36])[CH2:27][N:13]1[C:14]2[CH:21]=[CH:20][CH:19]=[CH:18][C:15]=2[CH2:16][CH2:17][C@@H:11]([NH:10][C:2]([C:7]2[CH:5]=[CH:4][CH:3]=[CH:2][CH:7]=2)([C:21]2[CH:14]=[CH:15][CH:18]=[CH:19][CH:20]=2)[C:3]2[CH:12]=[CH:11][CH:17]=[CH:5][CH:4]=2)[C:12]1=[O:22]. The catalyst class is: 13. (6) Reactant: [OH:1][C:2]1[CH:11]=[CH:10][C:5]([C:6]([O:8][CH3:9])=[O:7])=[CH:4][CH:3]=1.Br[CH2:13][CH2:14][F:15].C(=O)([O-])[O-].[K+].[K+]. Product: [CH3:9][O:8][C:6](=[O:7])[C:5]1[CH:4]=[CH:3][C:2]([O:1][CH2:13][CH2:14][F:15])=[CH:11][CH:10]=1. The catalyst class is: 21. (7) The catalyst class is: 297. Product: [CH2:1]([C:5]1[N:6]=[C:7]([CH3:27])[N:8]([C:33]2[CH:32]=[CH:31][CH:30]=[C:29]([F:28])[CH:34]=2)[C:9](=[O:26])[C:10]=1[CH2:11][C:12]1[CH:17]=[CH:16][C:15]([C:18]2[C:19]([C:24]#[N:25])=[CH:20][CH:21]=[CH:22][CH:23]=2)=[CH:14][CH:13]=1)[CH2:2][CH2:3][CH3:4]. Reactant: [CH2:1]([C:5]1[N:6]=[C:7]([CH3:27])[NH:8][C:9](=[O:26])[C:10]=1[CH2:11][C:12]1[CH:17]=[CH:16][C:15]([C:18]2[C:19]([C:24]#[N:25])=[CH:20][CH:21]=[CH:22][CH:23]=2)=[CH:14][CH:13]=1)[CH2:2][CH2:3][CH3:4].[F:28][C:29]1[CH:30]=[C:31](B(O)O)[CH:32]=[CH:33][CH:34]=1.C(N(CC)CC)C.N1C=CC=CC=1.